This data is from Reaction yield outcomes from USPTO patents with 853,638 reactions. The task is: Predict the reaction yield, written as a fraction of the theoretical maximum amount of product (1.0 means a 100% yield; for example, 0.34 means a 34% yield). The reactants are [CH3:1][N:2]1[C:6]2=[CH:7][CH:8]=[C:9]3[C:14]([N:13]=[C:12]([C:15]4[CH:21]=[CH:20][C:18]([NH2:19])=[CH:17][CH:16]=4)[N:11]=[C:10]3[N:22]3[CH2:27][CH2:26][O:25][CH2:24][CH2:23]3)=[C:5]2[CH:4]=[CH:3]1.C[CH2:29][N:30]([CH2:33]C)CC.ClC(Cl)([O:38]C(=O)OC(Cl)(Cl)Cl)Cl.CN.C1COCC1. The catalyst is C(Cl)Cl. The product is [CH3:29][NH:30][C:33]([NH:19][C:18]1[CH:17]=[CH:16][C:15]([C:12]2[N:11]=[C:10]([N:22]3[CH2:27][CH2:26][O:25][CH2:24][CH2:23]3)[C:9]3[C:14](=[C:5]4[CH:4]=[CH:3][N:2]([CH3:1])[C:6]4=[CH:7][CH:8]=3)[N:13]=2)=[CH:21][CH:20]=1)=[O:38]. The yield is 0.670.